From a dataset of NCI-60 drug combinations with 297,098 pairs across 59 cell lines. Regression. Given two drug SMILES strings and cell line genomic features, predict the synergy score measuring deviation from expected non-interaction effect. (1) Drug 1: CC1=CC=C(C=C1)C2=CC(=NN2C3=CC=C(C=C3)S(=O)(=O)N)C(F)(F)F. Drug 2: C1CNP(=O)(OC1)N(CCCl)CCCl. Cell line: MDA-MB-231. Synergy scores: CSS=-0.298, Synergy_ZIP=-1.05, Synergy_Bliss=-2.79, Synergy_Loewe=-2.50, Synergy_HSA=-2.39. (2) Drug 1: CC1=C(C=C(C=C1)NC2=NC=CC(=N2)N(C)C3=CC4=NN(C(=C4C=C3)C)C)S(=O)(=O)N.Cl. Drug 2: CC(CN1CC(=O)NC(=O)C1)N2CC(=O)NC(=O)C2. Cell line: UO-31. Synergy scores: CSS=16.5, Synergy_ZIP=-4.88, Synergy_Bliss=0.663, Synergy_Loewe=2.75, Synergy_HSA=3.46. (3) Drug 1: COC1=CC(=CC(=C1O)OC)C2C3C(COC3=O)C(C4=CC5=C(C=C24)OCO5)OC6C(C(C7C(O6)COC(O7)C8=CC=CS8)O)O. Drug 2: C1=CN(C(=O)N=C1N)C2C(C(C(O2)CO)O)O.Cl. Cell line: SK-OV-3. Synergy scores: CSS=32.0, Synergy_ZIP=-9.30, Synergy_Bliss=-2.50, Synergy_Loewe=-3.14, Synergy_HSA=0.279. (4) Drug 1: C1CC(=O)NC(=O)C1N2CC3=C(C2=O)C=CC=C3N. Drug 2: C1=CC(=CC=C1CCCC(=O)O)N(CCCl)CCCl. Cell line: HCT-15. Synergy scores: CSS=20.3, Synergy_ZIP=-10.9, Synergy_Bliss=-5.95, Synergy_Loewe=-4.77, Synergy_HSA=-4.76. (5) Synergy scores: CSS=48.6, Synergy_ZIP=-2.64, Synergy_Bliss=-3.09, Synergy_Loewe=-22.4, Synergy_HSA=1.30. Cell line: CAKI-1. Drug 2: C1C(C(OC1N2C=NC3=C2NC=NCC3O)CO)O. Drug 1: C1=CC(=C2C(=C1NCCNCCO)C(=O)C3=C(C=CC(=C3C2=O)O)O)NCCNCCO. (6) Drug 1: CC12CCC(CC1=CCC3C2CCC4(C3CC=C4C5=CN=CC=C5)C)O. Drug 2: CC12CCC3C(C1CCC2=O)CC(=C)C4=CC(=O)C=CC34C. Cell line: UACC-257. Synergy scores: CSS=25.9, Synergy_ZIP=-4.33, Synergy_Bliss=-3.12, Synergy_Loewe=-6.66, Synergy_HSA=-2.59. (7) Drug 1: C1=CN(C=N1)CC(O)(P(=O)(O)O)P(=O)(O)O. Drug 2: CC1C(C(CC(O1)OC2CC(OC(C2O)C)OC3=CC4=CC5=C(C(=O)C(C(C5)C(C(=O)C(C(C)O)O)OC)OC6CC(C(C(O6)C)O)OC7CC(C(C(O7)C)O)OC8CC(C(C(O8)C)O)(C)O)C(=C4C(=C3C)O)O)O)O. Cell line: OVCAR3. Synergy scores: CSS=24.2, Synergy_ZIP=1.62, Synergy_Bliss=3.21, Synergy_Loewe=-19.1, Synergy_HSA=-0.832.